This data is from Catalyst prediction with 721,799 reactions and 888 catalyst types from USPTO. The task is: Predict which catalyst facilitates the given reaction. (1) Reactant: [CH2:1]([C:3]1[C:10]([C:11]2[S:15][C:14]([C:16]3[CH:21]=[CH:20][C:19]([O:22][CH:23]([CH3:25])[CH3:24])=[C:18]([C:26]([F:29])([F:28])[F:27])[CH:17]=3)=[N:13][CH:12]=2)=[CH:9][CH:8]=[CH:7][C:4]=1[CH:5]=O)[CH3:2].[NH:30]1[CH2:33][CH:32]([C:34]([OH:36])=[O:35])[CH2:31]1.C(O)(=O)C.C(O[BH-](OC(=O)C)OC(=O)C)(=O)C.[Na+]. Product: [CH2:1]([C:3]1[C:10]([C:11]2[S:15][C:14]([C:16]3[CH:21]=[CH:20][C:19]([O:22][CH:23]([CH3:24])[CH3:25])=[C:18]([C:26]([F:28])([F:29])[F:27])[CH:17]=3)=[N:13][CH:12]=2)=[CH:9][CH:8]=[CH:7][C:4]=1[CH2:5][N:30]1[CH2:33][CH:32]([C:34]([OH:36])=[O:35])[CH2:31]1)[CH3:2]. The catalyst class is: 4. (2) Reactant: [CH2:1]([O:4][C:5]1[N:10]=[N:9][C:8]([NH2:11])=[CH:7][CH:6]=1)[CH2:2][CH3:3].Br[CH:13]1[CH2:22][CH2:21][C:20]2[C:15](=[CH:16][CH:17]=[C:18]([O:23][CH3:24])[CH:19]=2)[C:14]1=O.C(=O)(O)[O-].[Na+]. Product: [CH3:24][O:23][C:18]1[CH:17]=[CH:16][C:15]2[C:14]3[N:11]=[C:8]4[N:9]([C:13]=3[CH2:22][CH2:21][C:20]=2[CH:19]=1)[N:10]=[C:5]([O:4][CH2:1][CH2:2][CH3:3])[CH:6]=[CH:7]4. The catalyst class is: 8. (3) Reactant: C([O:3][C:4]([C@:6]1([CH3:22])[C@H:10]([CH2:11][F:12])[CH2:9][N:8]([C@@H:13]([C:15]2[CH:20]=[CH:19][CH:18]=[CH:17][CH:16]=2)[CH3:14])[C:7]1=[O:21])=[O:5])C.[OH-].[Na+].O. Product: [F:12][CH2:11][C@@H:10]1[CH2:9][N:8]([C@@H:13]([C:15]2[CH:20]=[CH:19][CH:18]=[CH:17][CH:16]=2)[CH3:14])[C:7](=[O:21])[C@:6]1([CH3:22])[C:4]([OH:5])=[O:3]. The catalyst class is: 8.